Task: Predict the product of the given reaction.. Dataset: Forward reaction prediction with 1.9M reactions from USPTO patents (1976-2016) (1) Given the reactants C([O:3][C:4]([C:6]1[CH:7]=[N:8][N:9]([CH2:11][C:12]2[CH:17]=[CH:16][C:15]([CH2:18][N:19]3[CH:24]=[CH:23][CH:22]=[CH:21][C:20]3=[O:25])=[CH:14][CH:13]=2)[CH:10]=1)=[O:5])C.O, predict the reaction product. The product is: [O:25]=[C:20]1[CH:21]=[CH:22][CH:23]=[CH:24][N:19]1[CH2:18][C:15]1[CH:14]=[CH:13][C:12]([CH2:11][N:9]2[CH:10]=[C:6]([C:4]([OH:5])=[O:3])[CH:7]=[N:8]2)=[CH:17][CH:16]=1. (2) Given the reactants C(=O)(O)[O-].[Na+].[NH:6]1[CH2:11][CH2:10][CH:9]([OH:12])[CH2:8][CH2:7]1.[N:13]#[C:14]Br.C(=O)([O-])[O-].[Na+].[Na+].[O-]S([O-])(=O)=O.[Mg+2], predict the reaction product. The product is: [OH:12][CH:9]1[CH2:10][CH2:11][N:6]([C:14]#[N:13])[CH2:7][CH2:8]1.